From a dataset of Catalyst prediction with 721,799 reactions and 888 catalyst types from USPTO. Predict which catalyst facilitates the given reaction. (1) Reactant: [C:1]([O:4][CH2:5][C:6]1[C:7]([N:21]2[CH2:33][CH2:32][N:24]3[C:25]4[CH2:26][CH2:27][CH2:28][CH2:29][C:30]=4[CH:31]=[C:23]3[C:22]2=[O:34])=[N:8][CH:9]=[CH:10][C:11]=1[C:12]1[CH:17]=[C:16](Br)[C:15](=[O:19])[N:14]([CH3:20])[CH:13]=1)(=[O:3])[CH3:2].[NH:35]1[C:43]2[C:38](=[N:39][C:40]([NH2:44])=[CH:41][CH:42]=2)[N:37]=[CH:36]1.CC1(C)C2C(=C(P(C3C=CC=CC=3)C3C=CC=CC=3)C=CC=2)OC2C(P(C3C=CC=CC=3)C3C=CC=CC=3)=CC=CC1=2.C(=O)([O-])[O-].[Cs+].[Cs+]. Product: [C:1]([O:4][CH2:5][C:6]1[C:7]([N:21]2[CH2:33][CH2:32][N:24]3[C:25]4[CH2:26][CH2:27][CH2:28][CH2:29][C:30]=4[CH:31]=[C:23]3[C:22]2=[O:34])=[N:8][CH:9]=[CH:10][C:11]=1[C:12]1[CH:17]=[C:16]([NH:44][C:40]2[N:39]=[C:38]3[N:37]=[CH:36][NH:35][C:43]3=[CH:42][CH:41]=2)[C:15](=[O:19])[N:14]([CH3:20])[CH:13]=1)(=[O:3])[CH3:2]. The catalyst class is: 102. (2) Reactant: [Cl:1][C:2]1[C:3]([CH3:12])=[C:4]([S:8](Cl)(=[O:10])=[O:9])[CH:5]=[CH:6][CH:7]=1.N1C=CC=CC=1.[NH2:19][C:20]1[CH:21]=[CH:22][C:23]2[O:27][CH:26]=[C:25]([CH3:28])[C:24]=2[CH:29]=1.C([O-])(O)=O.[Na+]. Product: [Cl:1][C:2]1[C:3]([CH3:12])=[C:4]([S:8]([NH:19][C:20]2[CH:21]=[CH:22][C:23]3[O:27][CH:26]=[C:25]([CH3:28])[C:24]=3[CH:29]=2)(=[O:10])=[O:9])[CH:5]=[CH:6][CH:7]=1. The catalyst class is: 4.